Dataset: NCI-60 drug combinations with 297,098 pairs across 59 cell lines. Task: Regression. Given two drug SMILES strings and cell line genomic features, predict the synergy score measuring deviation from expected non-interaction effect. (1) Drug 1: CN(C)C1=NC(=NC(=N1)N(C)C)N(C)C. Drug 2: C1CCC(C(C1)N)N.C(=O)(C(=O)[O-])[O-].[Pt+4]. Cell line: SR. Synergy scores: CSS=49.7, Synergy_ZIP=-5.35, Synergy_Bliss=-7.94, Synergy_Loewe=-11.8, Synergy_HSA=-5.52. (2) Drug 1: C1=CC(=CC=C1C#N)C(C2=CC=C(C=C2)C#N)N3C=NC=N3. Drug 2: CS(=O)(=O)CCNCC1=CC=C(O1)C2=CC3=C(C=C2)N=CN=C3NC4=CC(=C(C=C4)OCC5=CC(=CC=C5)F)Cl. Cell line: RPMI-8226. Synergy scores: CSS=7.48, Synergy_ZIP=-1.50, Synergy_Bliss=-0.239, Synergy_Loewe=4.62, Synergy_HSA=-0.884. (3) Drug 1: CN1CCC(CC1)COC2=C(C=C3C(=C2)N=CN=C3NC4=C(C=C(C=C4)Br)F)OC. Drug 2: C#CCC(CC1=CN=C2C(=N1)C(=NC(=N2)N)N)C3=CC=C(C=C3)C(=O)NC(CCC(=O)O)C(=O)O. Cell line: KM12. Synergy scores: CSS=-12.2, Synergy_ZIP=1.22, Synergy_Bliss=-5.31, Synergy_Loewe=-9.91, Synergy_HSA=-8.30.